Task: Predict the product of the given reaction.. Dataset: Forward reaction prediction with 1.9M reactions from USPTO patents (1976-2016) (1) Given the reactants [C:1]([O-])(=[O:4])[CH2:2][OH:3].C=C.[Na+].C(O)CO.[C:13]([C:17]1[CH:22]=[CH:21][C:20]([S:23]([NH:26][C:27]2[C:32]([O:33][C:34]3[CH:39]=[CH:38][CH:37]=[CH:36][C:35]=3[O:40][CH3:41])=[C:31](Cl)[N:30]=[C:29]([C:43]3[N:48]=[CH:47][CH:46]=[CH:45][N:44]=3)[N:28]=2)(=[O:25])=[O:24])=[CH:19][CH:18]=1)([CH3:16])([CH3:15])[CH3:14], predict the reaction product. The product is: [CH3:14][C:13]([C:17]1[CH:22]=[CH:21][C:20]([S:23]([NH:26][C:27]2[C:32]([O:33][C:34]3[CH:39]=[CH:38][CH:37]=[CH:36][C:35]=3[O:40][CH3:41])=[C:31]([O:3][CH2:2][CH2:1][OH:4])[N:30]=[C:29]([C:43]3[N:48]=[CH:47][CH:46]=[CH:45][N:44]=3)[N:28]=2)(=[O:25])=[O:24])=[CH:19][CH:18]=1)([CH3:16])[CH3:15]. (2) Given the reactants [CH3:1][S:2]([C:5]1[N:10]=[C:9]([C:11]2[CH:16]=[CH:15][C:14]([Cl:17])=[CH:13][C:12]=2[Cl:18])[C:8]([C:19]2[CH:24]=[CH:23][C:22]([Cl:25])=[CH:21][CH:20]=2)=[C:7](S(C)(=O)=O)[N:6]=1)(=[O:4])=[O:3].[C-]#N.[K+].CN(C=[O:37])C, predict the reaction product. The product is: [CH3:1][S:2]([C:5]1[N:6]=[C:7]([OH:37])[C:8]([C:19]2[CH:24]=[CH:23][C:22]([Cl:25])=[CH:21][CH:20]=2)=[C:9]([C:11]2[CH:16]=[CH:15][C:14]([Cl:17])=[CH:13][C:12]=2[Cl:18])[N:10]=1)(=[O:4])=[O:3]. (3) Given the reactants [CH2:1]([O:4][C:5]1([CH3:38])[CH2:10][CH2:9][N:8]([C:11]2[C:12]3[N:13]([N:28]=[C:29]([C:31]4[CH:36]=[CH:35][CH:34]=[C:33](Br)[CH:32]=4)[CH:30]=3)[CH:14]=[C:15]([CH3:27])[C:16]=2[C@H:17]([O:22][C:23]([CH3:26])([CH3:25])[CH3:24])[C:18]([O:20][CH3:21])=[O:19])[CH2:7][CH2:6]1)[CH:2]=[CH2:3].[C:39]([C:41]1[CH:42]=[CH:43][C:44]([OH:50])=[C:45](B(O)O)[CH:46]=1)#[N:40].C([O-])([O-])=O.[Na+].[Na+], predict the reaction product. The product is: [CH2:1]([O:4][C:5]1([CH3:38])[CH2:10][CH2:9][N:8]([C:11]2[C:12]3[N:13]([N:28]=[C:29]([C:31]4[CH:32]=[C:33]([C:43]5[CH:42]=[C:41]([C:39]#[N:40])[CH:46]=[CH:45][C:44]=5[OH:50])[CH:34]=[CH:35][CH:36]=4)[CH:30]=3)[CH:14]=[C:15]([CH3:27])[C:16]=2[C@H:17]([O:22][C:23]([CH3:26])([CH3:25])[CH3:24])[C:18]([O:20][CH3:21])=[O:19])[CH2:7][CH2:6]1)[CH:2]=[CH2:3]. (4) Given the reactants [CH2:1]([O:5][CH2:6][CH2:7][O:8][C:9]1[CH:14]=[CH:13][C:12]([C:15]2[CH:20]=[CH:19][C:18]([N:21]([CH2:23][CH2:24][O:25][CH3:26])[CH3:22])=[C:17](/[CH:27]=[CH:28]/[C:29]([O:31]CC)=[O:30])[CH:16]=2)=[CH:11][CH:10]=1)[CH2:2][CH2:3][CH3:4].[OH-].[Na+].O.Cl, predict the reaction product. The product is: [CH2:1]([O:5][CH2:6][CH2:7][O:8][C:9]1[CH:10]=[CH:11][C:12]([C:15]2[CH:20]=[CH:19][C:18]([N:21]([CH2:23][CH2:24][O:25][CH3:26])[CH3:22])=[C:17](/[CH:27]=[CH:28]/[C:29]([OH:31])=[O:30])[CH:16]=2)=[CH:13][CH:14]=1)[CH2:2][CH2:3][CH3:4]. (5) Given the reactants Br[C:2]1[C:3]([O:25][CH3:26])=[C:4]([C:9]2[N:13]=[C:12]([C:14]3[CH:19]=[CH:18][C:17]([O:20][CH:21]([CH3:23])[CH3:22])=[C:16]([Cl:24])[CH:15]=3)[O:11][N:10]=2)[CH:5]=[C:6]([F:8])[CH:7]=1.C(P(C(C)(C)C)C(C)(C)C)(C)(C)C.C(=O)([O-])[O-].[Cs+].[Cs+].Br[Zn][CH2:48][CH2:49][C:50]([O:52][CH2:53][CH3:54])=[O:51], predict the reaction product. The product is: [Cl:24][C:16]1[CH:15]=[C:14]([C:12]2[O:11][N:10]=[C:9]([C:4]3[C:3]([O:25][CH3:26])=[C:2]([CH2:48][CH2:49][C:50]([O:52][CH2:53][CH3:54])=[O:51])[CH:7]=[C:6]([F:8])[CH:5]=3)[N:13]=2)[CH:19]=[CH:18][C:17]=1[O:20][CH:21]([CH3:23])[CH3:22]. (6) Given the reactants [Cl:1][C:2]1[N:3]=[C:4](Cl)[C:5]2[S:10][CH2:9][CH2:8][C:6]=2[N:7]=1.C(N(C(C)C)CC)(C)C.[NH2:21][C@@H:22]([CH2:26][OH:27])[CH2:23][CH2:24][CH3:25], predict the reaction product. The product is: [Cl:1][C:2]1[N:3]=[C:4]([NH:21][C@H:22]([CH2:23][CH2:24][CH3:25])[CH2:26][OH:27])[C:5]2[S:10][CH2:9][CH2:8][C:6]=2[N:7]=1. (7) Given the reactants C[O:2][C:3]1[CH:4]=[CH:5][C:6]2[O:10][C:9]([C:11]([OH:13])=[O:12])=[CH:8][C:7]=2[CH:14]=1.B(Br)(Br)Br.[NH4+].[Cl-], predict the reaction product. The product is: [OH:2][C:3]1[CH:4]=[CH:5][C:6]2[O:10][C:9]([C:11]([OH:13])=[O:12])=[CH:8][C:7]=2[CH:14]=1.